From a dataset of Reaction yield outcomes from USPTO patents with 853,638 reactions. Predict the reaction yield, written as a fraction of the theoretical maximum amount of product (1.0 means a 100% yield; for example, 0.34 means a 34% yield). (1) The reactants are [CH3:1][C:2]1[CH:7]=[CH:6][C:5]([NH2:8])=[C:4]([N+:9]([O-])=O)[CH:3]=1.C1C(=O)N([Br:19])C(=O)C1. The catalyst is C(O)(=O)C.O.[Zn]. The product is [Br:19][C:7]1[CH:6]=[C:5]([NH2:8])[C:4]([NH2:9])=[CH:3][C:2]=1[CH3:1]. The yield is 0.830. (2) The reactants are [C:1]([C:4]1[CH:9]=[CH:8][CH:7]=[CH:6][CH:5]=1)(=[O:3])[CH3:2].[CH3:10][N:11]1[C:15]([CH:16]2[CH2:21][CH2:20][NH:19][CH2:18][CH2:17]2)=[CH:14][C:13]([CH3:22])=[N:12]1.[C:23](O)(C(F)(F)F)=O.C=O.[BH4-].[Na+].[NH4+].[Cl-]. The catalyst is CCO.Cl. The product is [CH3:10][N:11]1[C:15]([CH:16]2[CH2:21][CH2:20][N:19]([CH2:23][CH2:2][CH:1]([C:4]3[CH:9]=[CH:8][CH:7]=[CH:6][CH:5]=3)[OH:3])[CH2:18][CH2:17]2)=[CH:14][C:13]([CH3:22])=[N:12]1. The yield is 0.280. (3) The reactants are [CH2:1]([N:4]([CH3:20])[CH2:5][CH:6]=[CH:7][CH2:8][O:9][C:10]1[CH:11]=[C:12]2[C:17](=[CH:18][CH:19]=1)[NH:16][CH2:15][CH2:14][CH2:13]2)[CH:2]=[CH2:3].CCN(C(C)C)C(C)C.[Cl:30][C:31]1[CH:36]=[CH:35][C:34]([S:37](Cl)(=[O:39])=[O:38])=[CH:33][CH:32]=1. The catalyst is C(Cl)Cl. The product is [CH2:1]([N:4]([CH2:5][CH:6]=[CH:7][CH2:8][O:9][C:10]1[CH:11]=[C:12]2[C:17](=[CH:18][CH:19]=1)[N:16]([S:37]([C:34]1[CH:35]=[CH:36][C:31]([Cl:30])=[CH:32][CH:33]=1)(=[O:39])=[O:38])[CH2:15][CH2:14][CH2:13]2)[CH3:20])[CH:2]=[CH2:3]. The yield is 0.780.